From a dataset of Catalyst prediction with 721,799 reactions and 888 catalyst types from USPTO. Predict which catalyst facilitates the given reaction. (1) Reactant: [CH3:1][O:2][C:3]1[CH:4]=[C:5]2[C:10](=[CH:11][C:12]=1[O:13][CH3:14])[N:9]=[CH:8][CH:7]=[C:6]2[O:15][C:16]1[CH:22]=[CH:21][C:19]([NH2:20])=[CH:18][CH:17]=1.C(N(CC)CC)C.ClC(Cl)(O[C:34](=[O:40])OC(Cl)(Cl)Cl)Cl.[CH3:42][C:43]1[CH:48]=[CH:47][C:46]([C@@H:49]([NH2:51])[CH3:50])=[CH:45][CH:44]=1. Product: [CH3:1][O:2][C:3]1[CH:4]=[C:5]2[C:10](=[CH:11][C:12]=1[O:13][CH3:14])[N:9]=[CH:8][CH:7]=[C:6]2[O:15][C:16]1[CH:22]=[CH:21][C:19]([NH:20][C:34]([NH:51][C@H:49]([C:46]2[CH:47]=[CH:48][C:43]([CH3:42])=[CH:44][CH:45]=2)[CH3:50])=[O:40])=[CH:18][CH:17]=1. The catalyst class is: 22. (2) Reactant: [CH3:1][O:2][C:3]1[CH:8]=[CH:7][C:6]([C:9]2[O:10][C:11]3[C:12](=[C:14]([C:18](O)=[O:19])[CH:15]=[CH:16][CH:17]=3)[N:13]=2)=[C:5]([CH3:21])[CH:4]=1.Cl.C(N=C=NCCCN(C)C)C.ON1C2C=CC=CC=2N=N1.Cl.Cl.[NH2:46][C@H:47]1[CH:52]2[CH2:53][CH2:54][N:49]([CH2:50][CH2:51]2)[CH2:48]1.C(N(CC)CC)C. Product: [N:49]12[CH2:54][CH2:53][CH:52]([CH2:51][CH2:50]1)[C@H:47]([NH:46][C:18]([C:14]1[CH:15]=[CH:16][CH:17]=[C:11]3[O:10][C:9]([C:6]4[CH:7]=[CH:8][C:3]([O:2][CH3:1])=[CH:4][C:5]=4[CH3:21])=[N:13][C:12]=13)=[O:19])[CH2:48]2. The catalyst class is: 174. (3) Reactant: [NH2:1][S:2]([C:5]1[CH:13]=[CH:12][C:8]([C:9](O)=[O:10])=[C:7]([F:14])[CH:6]=1)(=[O:4])=[O:3].S(C)C.CO. Product: [F:14][C:7]1[CH:6]=[C:5]([S:2]([NH2:1])(=[O:3])=[O:4])[CH:13]=[CH:12][C:8]=1[CH2:9][OH:10]. The catalyst class is: 1. (4) Reactant: [Cl:1][C:2]1[CH:30]=[CH:29][CH:28]=[C:27]([Cl:31])[C:3]=1[C:4]([NH:6][C@H:7]([C:23]([O:25][CH3:26])=[O:24])[CH2:8][C:9]1[CH:14]=[CH:13][C:12](OS(C(F)(F)F)(=O)=O)=[CH:11][CH:10]=1)=[O:5].[CH2:32](N(CC)CC)[CH3:33].CN([CH:42]=[O:43])C. Product: [Cl:1][C:2]1[CH:30]=[CH:29][CH:28]=[C:27]([Cl:31])[C:3]=1[C:4]([NH:6][C@H:7]([C:23]([O:25][CH3:26])=[O:24])[CH2:8][C:9]1[CH:14]=[CH:13][C:12]([C:32]#[C:33][CH2:42][OH:43])=[CH:11][CH:10]=1)=[O:5]. The catalyst class is: 205. (5) Reactant: [NH:1]1[C:5]2=[N:6][CH:7]=[CH:8][CH:9]=[C:4]2[CH:3]=[N:2]1.[H-].[Na+].F[C:13]1[CH:18]=[CH:17][C:16]([N+:19]([O-:21])=[O:20])=[CH:15][CH:14]=1.C(=O)([O-])[O-].[Cs+].[Cs+]. Product: [N+:19]([C:16]1[CH:17]=[CH:18][C:13]([N:1]2[C:5]3=[N:6][CH:7]=[CH:8][CH:9]=[C:4]3[CH:3]=[N:2]2)=[CH:14][CH:15]=1)([O-:21])=[O:20]. The catalyst class is: 173. (6) Reactant: Br[C:2]1[CH:3]=[C:4]([C:8]2[N:9]=[C:10]([CH2:13][N:14]3[CH:18]=[C:17]([C:19]([O:21][CH2:22][CH3:23])=[O:20])[CH:16]=[N:15]3)[S:11][CH:12]=2)[CH:5]=[CH:6][CH:7]=1.C1(/C=C/B(O)O)C=CC=CC=1.C(=O)([O-])[O-].[K+].[K+].C(COC)OC. Product: [C:4]1([C:8]2[N:9]=[C:10]([CH2:13][N:14]3[CH:18]=[C:17]([C:19]([O:21][CH2:22][CH3:23])=[O:20])[CH:16]=[N:15]3)[S:11][CH:12]=2)[CH:5]=[CH:6][CH:7]=[CH:2][CH:3]=1. The catalyst class is: 103.